This data is from Full USPTO retrosynthesis dataset with 1.9M reactions from patents (1976-2016). The task is: Predict the reactants needed to synthesize the given product. (1) Given the product [C:2]1([CH3:12])[CH:3]=[CH:4][C:5]([S:8]([O:11][S:13]([C:5]2[CH:6]=[CH:7][C:2]([CH3:12])=[CH:3][CH:4]=2)(=[O:14])=[O:1])(=[O:9])=[O:10])=[CH:6][CH:7]=1, predict the reactants needed to synthesize it. The reactants are: [OH2:1].[C:2]1([CH3:12])[CH:7]=[CH:6][C:5]([S:8]([OH:11])(=[O:10])=[O:9])=[CH:4][CH:3]=1.[S:13](Cl)(Cl)=[O:14]. (2) Given the product [OH:16][C@@:14]1([CH3:15])[C@@H:13]([CH3:17])[CH2:12][NH:11][CH2:10][C@H:9]1[NH:8][C:6](=[O:7])[O:5][C:1]([CH3:4])([CH3:3])[CH3:2], predict the reactants needed to synthesize it. The reactants are: [C:1]([O:5][C:6]([NH:8][C@H:9]1[C@:14]([OH:16])([CH3:15])[C@@H:13]([CH3:17])[CH2:12][N:11](C(OCC2C=CC=CC=2)=O)[CH2:10]1)=[O:7])([CH3:4])([CH3:3])[CH3:2]. (3) Given the product [F:19][C:20]1[CH:34]=[CH:33][C:23]2[C:24]([CH:27]3[CH2:28][CH2:29][N:30]([CH2:3][CH2:4][C:5]4[C:10](=[O:11])[N:9]5[CH:12]=[CH:13][CH:14]=[C:15]([OH:16])[C:8]5=[N:7][C:6]=4[CH3:17])[CH2:31][CH2:32]3)=[N:25][O:26][C:22]=2[CH:21]=1, predict the reactants needed to synthesize it. The reactants are: Cl.Cl[CH2:3][CH2:4][C:5]1[C:10](=[O:11])[N:9]2[CH:12]=[CH:13][CH:14]=[C:15]([OH:16])[C:8]2=[N:7][C:6]=1[CH3:17].Cl.[F:19][C:20]1[CH:34]=[CH:33][C:23]2[C:24]([CH:27]3[CH2:32][CH2:31][NH:30][CH2:29][CH2:28]3)=[N:25][O:26][C:22]=2[CH:21]=1.C(=O)([O-])[O-].[Na+].[Na+].[I-].[K+]. (4) The reactants are: [Cl:1][C:2]1[N:7]=[C:6](I)[C:5]([OH:9])=[CH:4][CH:3]=1.C(N(CC)CC)C.[C:17]([O:21][C:22]([N:24]1[CH2:29][CH2:28][CH:27]([C:30]#[CH:31])[CH2:26][CH2:25]1)=[O:23])([CH3:20])([CH3:19])[CH3:18]. Given the product [C:17]([O:21][C:22]([N:24]1[CH2:29][CH2:28][CH:27]([C:30]2[O:9][C:5]3[C:6](=[N:7][C:2]([Cl:1])=[CH:3][CH:4]=3)[CH:31]=2)[CH2:26][CH2:25]1)=[O:23])([CH3:20])([CH3:19])[CH3:18], predict the reactants needed to synthesize it. (5) Given the product [C:24]([C:23]1[C:18]([O:17][C:13]2[CH:14]=[C:15]([CH3:16])[C:7]3[CH:6]([CH2:5][C:4]([OH:26])=[O:3])[O:10][B:9]([OH:11])[C:8]=3[CH:12]=2)=[N:19][CH:20]=[CH:21][N:22]=1)#[N:25], predict the reactants needed to synthesize it. The reactants are: C([O:3][C:4](=[O:26])[CH2:5][CH:6]1[O:10][B:9]([OH:11])[C:8]2[CH:12]=[C:13]([O:17][C:18]3[C:23]([C:24]#[N:25])=[N:22][CH:21]=[CH:20][N:19]=3)[CH:14]=[C:15]([CH3:16])[C:7]1=2)C.[Li+].[OH-].Cl. (6) The reactants are: [CH3:1][C:2]1([CH3:14])[CH2:6][CH2:5][N:4]([C:7]2[CH:11]=[CH:10][N:9]([CH3:12])[N:8]=2)[C:3]1=[O:13].[N+:15]([O-])([OH:17])=[O:16].C(=O)([O-])O.[Na+]. Given the product [CH3:1][C:2]1([CH3:14])[CH2:6][CH2:5][N:4]([C:7]2[C:11]([N+:15]([O-:17])=[O:16])=[CH:10][N:9]([CH3:12])[N:8]=2)[C:3]1=[O:13], predict the reactants needed to synthesize it.